Dataset: Catalyst prediction with 721,799 reactions and 888 catalyst types from USPTO. Task: Predict which catalyst facilitates the given reaction. Reactant: [Cl:1][C:2]1[C:3]([C:10]([OH:12])=[O:11])=[N:4][C:5](Cl)=[C:6]([Cl:8])[CH:7]=1.[CH3:13][O:14][Na]. Product: [Cl:1][C:2]1[C:3]([C:10]([OH:12])=[O:11])=[N:4][C:5]([O:14][CH3:13])=[C:6]([Cl:8])[CH:7]=1. The catalyst class is: 5.